Dataset: Reaction yield outcomes from USPTO patents with 853,638 reactions. Task: Predict the reaction yield, written as a fraction of the theoretical maximum amount of product (1.0 means a 100% yield; for example, 0.34 means a 34% yield). (1) The product is [CH3:27][O:26][C:25]1[CH:24]=[C:17]([OH:21])[CH:16]=[C:15]([O:20][CH3:19])[CH:14]=1. The reactants are [CH3:14][CH2:15][CH2:16][CH2:17][N+]([CH2:14][CH2:15][CH2:16][CH3:17])([CH2:14][CH2:15][CH2:16][CH3:17])[CH2:14][CH2:15][CH2:16][CH3:17].[F-].[CH3:19][OH:20].[OH:21]O.C1[CH2:27][O:26][CH2:25][CH2:24]1. The catalyst is C(OCC)(=O)C. The yield is 0.690. (2) The reactants are [C:1](O)(=[O:11])[C:2]1[C:3](=[CH:7][CH:8]=[CH:9][CH:10]=1)[C:4](O)=[O:5].[H-].[H-].[H-].[H-].[Li+].[Al+3].O.[OH-].[Na+]. The catalyst is C1COCC1. The product is [C:2]1([CH2:1][OH:11])[CH:10]=[CH:9][CH:8]=[CH:7][C:3]=1[CH2:4][OH:5]. The yield is 0.920. (3) The reactants are Br[C:2]1[CH:11]=[C:10]2[C:5]([N:6]=[CH:7][C:8]([N:12]3[CH2:17][CH2:16][O:15][CH2:14][CH2:13]3)=[N:9]2)=[CH:4][CH:3]=1.C(=O)([O-])[O-].[K+].[K+].[F:24][C:25]1[CH:30]=[CH:29][C:28](B(O)O)=[CH:27][C:26]=1[N+:34]([O-:36])=[O:35]. The catalyst is C1COCC1.O. The product is [F:24][C:25]1[CH:30]=[CH:29][C:28]([C:2]2[CH:11]=[C:10]3[C:5]([N:6]=[CH:7][C:8]([N:12]4[CH2:17][CH2:16][O:15][CH2:14][CH2:13]4)=[N:9]3)=[CH:4][CH:3]=2)=[CH:27][C:26]=1[N+:34]([O-:36])=[O:35]. The yield is 0.920.